From a dataset of Reaction yield outcomes from USPTO patents with 853,638 reactions. Predict the reaction yield, written as a fraction of the theoretical maximum amount of product (1.0 means a 100% yield; for example, 0.34 means a 34% yield). (1) The reactants are [F:1][C:2]1[CH:3]=[CH:4][C:5]([OH:18])=[C:6]([C:8](=[O:17])[CH2:9][C:10]2[CH:15]=[CH:14][CH:13]=[CH:12][C:11]=2[F:16])[CH:7]=1.[C:19](OC(=O)CC)(=O)[CH2:20][CH3:21].Cl. The catalyst is C(N(CC)CC)C. The product is [CH2:20]([C:21]1[O:18][C:5]2[C:6]([C:8](=[O:17])[C:9]=1[C:10]1[CH:15]=[CH:14][CH:13]=[CH:12][C:11]=1[F:16])=[CH:7][C:2]([F:1])=[CH:3][CH:4]=2)[CH3:19]. The yield is 0.630. (2) The reactants are [CH2:1]([OH:8])[C:2]1[CH:7]=[CH:6][CH:5]=[CH:4][CH:3]=1.[H-].[Na+].F[C:12]1[CH:21]=[C:20]2[C:15]([C:16](=[O:22])[NH:17][CH:18]=[N:19]2)=[CH:14][CH:13]=1.Cl. The catalyst is CC(N(C)C)=O.O. The product is [CH2:1]([O:8][C:12]1[CH:21]=[C:20]2[C:15]([C:16](=[O:22])[NH:17][CH:18]=[N:19]2)=[CH:14][CH:13]=1)[C:2]1[CH:7]=[CH:6][CH:5]=[CH:4][CH:3]=1. The yield is 0.750. (3) The reactants are C([O-])([O-])=O.[Na+].[Na+].FC(F)(F)S(O[C:13]1[CH2:14][CH2:15][N:16]([C:19]([O:21][C:22]([CH3:25])([CH3:24])[CH3:23])=[O:20])[CH2:17][CH:18]=1)(=O)=O.S(O)(O)(=O)=O.[NH2:33][C:34]1[CH:35]=[C:36](B(O)O)[CH:37]=[CH:38][CH:39]=1.[NH2:33][C:34]1[CH:39]=[C:38](B(O)O)[CH:37]=[CH:36][CH:35]=1.[Cl-].[Li+]. The catalyst is C(COC)OC. The product is [NH2:33][C:34]1[CH:39]=[C:38]([C:13]2[CH2:14][CH2:15][N:16]([C:19]([O:21][C:22]([CH3:25])([CH3:24])[CH3:23])=[O:20])[CH2:17][CH:18]=2)[CH:37]=[CH:36][CH:35]=1. The yield is 0.810. (4) The reactants are [C:1]([O:5][C:6]1[CH:14]=[C:13]2[C:9]([CH:10]=[C:11]([C:15]([CH3:18])([CH3:17])[CH3:16])[NH:12]2)=[CH:8][C:7]=1[N+:19]([O-])=O)([CH3:4])([CH3:3])[CH3:2]. The catalyst is CO.[Ni]. The product is [C:1]([O:5][C:6]1[CH:14]=[C:13]2[C:9]([CH:10]=[C:11]([C:15]([CH3:18])([CH3:17])[CH3:16])[NH:12]2)=[CH:8][C:7]=1[NH2:19])([CH3:4])([CH3:3])[CH3:2]. The yield is 0.320. (5) The reactants are [CH:1]([NH:4][C:5]1[C:14]2[C:9](=[CH:10][C:11]([C:15]3[CH:20]=[CH:19][C:18]([S:21]([CH3:24])(=[O:23])=[O:22])=[CH:17][CH:16]=3)=[CH:12][CH:13]=2)[N:8]=[N:7][C:6]=1[C:25]1N=CS[CH:29]=1)([CH3:3])[CH3:2].C([Si](C)(C)C)#C.C(N(CC)CC)C.C([O-])([O-])=O.[K+].[K+]. The catalyst is O1CCOCC1.C(Cl)Cl.I[Cu].C1C=CC([P]([Pd]([P](C2C=CC=CC=2)(C2C=CC=CC=2)C2C=CC=CC=2)([P](C2C=CC=CC=2)(C2C=CC=CC=2)C2C=CC=CC=2)[P](C2C=CC=CC=2)(C2C=CC=CC=2)C2C=CC=CC=2)(C2C=CC=CC=2)C2C=CC=CC=2)=CC=1. The product is [C:25]([C:6]1[N:7]=[N:8][C:9]2[C:14]([C:5]=1[NH:4][CH:1]([CH3:3])[CH3:2])=[CH:13][CH:12]=[C:11]([C:15]1[CH:20]=[CH:19][C:18]([S:21]([CH3:24])(=[O:22])=[O:23])=[CH:17][CH:16]=1)[CH:10]=2)#[CH:29]. The yield is 0.0300. (6) The reactants are [C:1]([NH:4][NH:5][C:6](=O)[CH2:7][CH2:8][C@@:9]1([C:25]2[CH:30]=[CH:29][CH:28]=[CH:27][CH:26]=2)[O:14][C:13](=[O:15])[N:12]([C@H:16]([C:18]2[CH:23]=[CH:22][C:21]([Br:24])=[CH:20][CH:19]=2)[CH3:17])[CH2:11][CH2:10]1)(=[O:3])[CH3:2].CC[N+](S(N=C(OC)[O-])(=O)=O)(CC)CC. The catalyst is C1COCC1. The product is [Br:24][C:21]1[CH:20]=[CH:19][C:18]([C@@H:16]([N:12]2[CH2:11][CH2:10][C@:9]([CH2:8][CH2:7][C:6]3[O:3][C:1]([CH3:2])=[N:4][N:5]=3)([C:25]3[CH:30]=[CH:29][CH:28]=[CH:27][CH:26]=3)[O:14][C:13]2=[O:15])[CH3:17])=[CH:23][CH:22]=1. The yield is 0.590. (7) The reactants are [CH:1]([C:3]1[CH:8]=[C:7](Br)[CH:6]=[C:5]([CH:10]=[O:11])[C:4]=1[OH:12])=[O:2].[CH2:13]=[CH:14][CH2:15][CH2:16][CH2:17][CH2:18][CH2:19][CH2:20][CH2:21][CH2:22][CH2:23][CH3:24].C([O-])(O)=O.[Na+].[Li+].[Cl-]. The catalyst is [Br-].C([N+](CCCC)(CCCC)CCCC)CCC.C([O-])(=O)C.C([O-])(=O)C.[Pd+2]. The product is [CH:1]([C:3]1[CH:8]=[C:7]([CH:13]=[CH:14][CH2:15][CH2:16][CH2:17][CH2:18][CH2:19][CH2:20][CH2:21][CH2:22][CH2:23][CH3:24])[CH:6]=[C:5]([CH:10]=[O:11])[C:4]=1[OH:12])=[O:2]. The yield is 0.510. (8) The reactants are [F:1][CH:2]([F:17])[CH2:3][O:4][C:5]1[C:6]([CH3:16])=[CH:7][C:8]([C:11](OCC)=[O:12])=[N:9][CH:10]=1.[Cl-].[Ca+2].[Cl-].[BH4-].[Na+].CCOC(C)=O. The catalyst is C1COCC1.CCO. The product is [F:17][CH:2]([F:1])[CH2:3][O:4][C:5]1[C:6]([CH3:16])=[CH:7][C:8]([CH2:11][OH:12])=[N:9][CH:10]=1. The yield is 0.970. (9) The reactants are C(C1C=CC(C(C)(CCCCC(=O)CCCCC(C2C=CC(CC(C)C)=CC=2)(C)C(O)=O)C(O)=O)=CC=1)C(C)C.C([O:43][C:44](=[O:68])[C:45]([CH3:67])([CH3:66])[CH2:46][CH2:47][CH2:48][CH2:49][CH2:50][C:51](=[O:65])[CH2:52][CH2:53][CH2:54][CH2:55][CH2:56][C:57]([CH3:64])([CH3:63])[C:58]([O:60]CC)=[O:59])C.[OH-].[K+]. The catalyst is C(O)C.O. The product is [CH3:63][C:57]([CH3:64])([CH2:56][CH2:55][CH2:54][CH2:53][CH2:52][C:51](=[O:65])[CH2:50][CH2:49][CH2:48][CH2:47][CH2:46][C:45]([CH3:67])([CH3:66])[C:44]([OH:68])=[O:43])[C:58]([OH:60])=[O:59]. The yield is 0.570. (10) The reactants are [F:1][C:2]1[CH:7]=[C:6]([N+:8]([O-:10])=[O:9])[CH:5]=[CH:4][C:3]=1[NH2:11].[Br:12]Br.C([O-])(O)=O.[Na+]. The catalyst is CC(O)=O. The product is [Br:12][C:4]1[CH:5]=[C:6]([N+:8]([O-:10])=[O:9])[CH:7]=[C:2]([F:1])[C:3]=1[NH2:11]. The yield is 0.970.